From a dataset of Full USPTO retrosynthesis dataset with 1.9M reactions from patents (1976-2016). Predict the reactants needed to synthesize the given product. (1) Given the product [C:1]([O:5][C@@H:6]([C:10]1[C:11]([C:26]2[CH:31]=[CH:30][C:29]([Cl:32])=[CH:28][CH:27]=2)=[C:12]2[C:17](=[CH:18][C:19]=1[CH3:20])[N:16]=[C:15]([C:37]1[CH:38]=[N:33][CH:34]=[N:35][CH:36]=1)[CH:14]=[CH:13]2)[C:7]([OH:9])=[O:8])([CH3:3])([CH3:2])[CH3:4], predict the reactants needed to synthesize it. The reactants are: [C:1]([O:5][C@@H:6]([C:10]1[C:11]([C:26]2[CH:31]=[CH:30][C:29]([Cl:32])=[CH:28][CH:27]=2)=[C:12]2[C:17](=[CH:18][C:19]=1[CH3:20])[N:16]=[C:15](C1NN=CC=1)[CH:14]=[CH:13]2)[C:7]([OH:9])=[O:8])([CH3:4])([CH3:3])[CH3:2].[N:33]1[CH:38]=[C:37](B(O)O)[CH:36]=[N:35][CH:34]=1. (2) Given the product [CH3:4][O:5][C@@H:6]1[CH2:7][C:8]2=[N:9][O:10][CH2:14][C@@H:13]2[CH2:12][CH2:11]1, predict the reactants needed to synthesize it. The reactants are: Cl[O-].[Na+].[CH3:4][O:5][CH:6]([CH2:11][CH2:12][CH:13]=[CH2:14])[CH2:7][CH:8]=[N:9][OH:10].S([O-])([O-])(=O)=S.[Na+].[Na+].